This data is from Reaction yield outcomes from USPTO patents with 853,638 reactions. The task is: Predict the reaction yield, written as a fraction of the theoretical maximum amount of product (1.0 means a 100% yield; for example, 0.34 means a 34% yield). The reactants are [F:1][C:2]([F:13])([F:12])[C:3]1[CH:4]=[C:5]([CH:9]=[CH:10][CH:11]=1)[CH:6]=[N:7][OH:8].[Cl:14]N1C(=O)CCC1=O. The catalyst is C(Cl)Cl.O. The product is [OH:8][N:7]=[C:6]([Cl:14])[C:5]1[CH:9]=[CH:10][CH:11]=[C:3]([C:2]([F:12])([F:13])[F:1])[CH:4]=1. The yield is 0.900.